This data is from Forward reaction prediction with 1.9M reactions from USPTO patents (1976-2016). The task is: Predict the product of the given reaction. Given the reactants [OH:1][C:2]1[CH:9]=[CH:8][C:5]([CH:6]=[O:7])=[CH:4][CH:3]=1.C(=O)([O-])[O-].[K+].[K+].[CH3:16][N:17]([CH3:21])[CH2:18][CH2:19]Cl.C(OC(C)C)(C)C, predict the reaction product. The product is: [CH3:16][N:17]([CH3:21])[CH2:18][CH2:19][O:1][C:2]1[CH:9]=[CH:8][C:5]([CH:6]=[O:7])=[CH:4][CH:3]=1.